From a dataset of Reaction yield outcomes from USPTO patents with 853,638 reactions. Predict the reaction yield, written as a fraction of the theoretical maximum amount of product (1.0 means a 100% yield; for example, 0.34 means a 34% yield). (1) The reactants are [Cl:1][C:2]1[CH:3]=[CH:4][C:5]([N:16]2[CH:20]=[C:19]([C:21]([F:24])([F:23])[F:22])[N:18]=[N:17]2)=[C:6]([C:8]2[CH:13]=[C:12]([O:14]C)[N:11]=[CH:10][N:9]=2)[CH:7]=1.Br.O. The catalyst is CC(O)=O. The product is [Cl:1][C:2]1[CH:3]=[CH:4][C:5]([N:16]2[CH:20]=[C:19]([C:21]([F:23])([F:22])[F:24])[N:18]=[N:17]2)=[C:6]([C:8]2[N:9]=[CH:10][N:11]=[C:12]([OH:14])[CH:13]=2)[CH:7]=1. The yield is 0.713. (2) The reactants are [F:1][C:2]([F:26])([F:25])[O:3][C:4]1[CH:9]=[CH:8][C:7]([N:10]2[CH:14]=[N:13][C:12]([C:15]3[CH:20]=[CH:19][C:18]([CH2:21][C@H:22]([NH2:24])[CH3:23])=[CH:17][CH:16]=3)=[N:11]2)=[CH:6][CH:5]=1.[C:27](=[O:30])(O)[O-].[Na+].ClC(Cl)(OC(=O)OC(Cl)(Cl)Cl)Cl.[CH:44]([C:47]1[CH:52]=[CH:51][C:50]([CH3:53])=[CH:49][C:48]=1[NH:54][C:55]([NH2:57])=[S:56])([CH3:46])[CH3:45].C(=O)([O-])[O-].[Cs+].[Cs+].Br[CH2:65][C:66](OC)=[O:67].C([O-])(=O)C.[Na+]. The catalyst is ClCCl.O.O.C(O)C. The product is [CH:44]([C:47]1[CH:52]=[CH:51][C:50]([CH3:53])=[CH:49][C:48]=1[N:54]1[C:66](=[O:67])[CH2:65][S:56]/[C:55]/1=[N:57]\[C:27]([NH:24][C@H:22]([CH3:23])[CH2:21][C:18]1[CH:19]=[CH:20][C:15]([C:12]2[N:13]=[CH:14][N:10]([C:7]3[CH:6]=[CH:5][C:4]([O:3][C:2]([F:1])([F:25])[F:26])=[CH:9][CH:8]=3)[N:11]=2)=[CH:16][CH:17]=1)=[O:30])([CH3:46])[CH3:45]. The yield is 0.190. (3) The reactants are [CH3:1][N:2]1[C:6]([CH2:7][O:8][C:9]2[CH:14]=[CH:13][CH:12]=[C:11]([C@H:15]([C:28]3[CH:33]=[CH:32][CH:31]=[CH:30][CH:29]=3)[NH:16][C:17]([O:19][C@@H:20]3[CH:25]4[CH2:26][CH2:27][N:22]([CH2:23][CH2:24]4)[CH2:21]3)=[O:18])[CH:10]=2)=[CH:5][C:4]([C:34](O)=[O:35])=[N:3]1.C(N(CC)CC)C.[CH2:44]([O:46][CH:47]([O:52][CH2:53][CH3:54])[CH2:48][CH2:49][CH2:50][NH2:51])[CH3:45].CCN=C=NCCCN(C)C.OC1C=CC=C[N+]=1[O-]. The catalyst is CN(C=O)C.C(OCC)(=O)C. The product is [CH2:53]([O:52][CH:47]([O:46][CH2:44][CH3:45])[CH2:48][CH2:49][CH2:50][NH:51][C:34]([C:4]1[CH:5]=[C:6]([CH2:7][O:8][C:9]2[CH:10]=[C:11]([C@@H:15]([NH:16][C:17](=[O:18])[O:19][C@@H:20]3[CH:25]4[CH2:24][CH2:23][N:22]([CH2:27][CH2:26]4)[CH2:21]3)[C:28]3[CH:29]=[CH:30][CH:31]=[CH:32][CH:33]=3)[CH:12]=[CH:13][CH:14]=2)[N:2]([CH3:1])[N:3]=1)=[O:35])[CH3:54]. The yield is 0.570. (4) The reactants are Cl[CH2:2][C:3]([NH:5][C:6]1[C:19]2[C:18](=[O:20])[C:17]3[C:12](=[CH:13][CH:14]=[CH:15][C:16]=3[NH:21][C:22](=[O:25])[CH2:23]Cl)[C:11](=[O:26])[C:10]=2[CH:9]=[CH:8][CH:7]=1)=[O:4].[CH2:27]([NH:30][CH2:31][CH2:32][CH3:33])[CH2:28][CH3:29]. The catalyst is CN(C)C=O. The product is [CH2:27]([N:30]([CH2:31][CH2:32][CH3:33])[CH2:2][C:3]([NH:5][C:6]1[C:19]2[C:18](=[O:20])[C:17]3[C:12](=[CH:13][CH:14]=[CH:15][C:16]=3[NH:21][C:22](=[O:25])[CH2:23][N:30]([CH2:31][CH2:32][CH3:33])[CH2:27][CH2:28][CH3:29])[C:11](=[O:26])[C:10]=2[CH:9]=[CH:8][CH:7]=1)=[O:4])[CH2:28][CH3:29]. The yield is 0.820. (5) The reactants are [CH3:1][C:2]1[CH:7]=[CH:6][N:5]=[CH:4][C:3]=1[N:8]1[CH2:12][CH2:11][NH:10][C:9]1=[O:13].Br[C:15]1[C:23]2[C:22]([C:24]#[N:25])=[CH:21][CH:20]=[CH:19][C:18]=2[N:17]([CH3:26])[CH:16]=1.N[C@@H]1CCCC[C@H]1N.C(=O)([O-])[O-].[K+].[K+]. The catalyst is [Cu](I)I.O1CCOCC1. The product is [CH3:26][N:17]1[C:18]2[CH:19]=[CH:20][CH:21]=[C:22]([C:24]#[N:25])[C:23]=2[C:15]([N:10]2[CH2:11][CH2:12][N:8]([C:3]3[CH:4]=[N:5][CH:6]=[CH:7][C:2]=3[CH3:1])[C:9]2=[O:13])=[CH:16]1. The yield is 0.239. (6) The reactants are C([N:8]1[CH2:13][CH2:12][N:11](CC2C=CC=CC=2)[CH2:10][C@@H:9]1[CH2:21][CH2:22][C:23]1[CH:28]=[CH:27][CH:26]=[C:25]([O:29][CH3:30])[CH:24]=1)C1C=CC=CC=1.C([O-])=O.[NH4+]. The catalyst is [Pd].C(O)C. The product is [CH3:30][O:29][C:25]1[CH:24]=[C:23]([CH2:22][CH2:21][C@H:9]2[CH2:10][NH:11][CH2:12][CH2:13][NH:8]2)[CH:28]=[CH:27][CH:26]=1. The yield is 0.940. (7) The reactants are [NH:1]1[CH2:8][CH2:7][CH2:6][C@H:2]1[C:3]([OH:5])=[O:4].[Cl:9][C:10]([Cl:15])([Cl:14])[CH:11](O)O.S([O-])([O-])(=O)=O.[Na+].[Na+]. The product is [Cl:9][C:10]([Cl:15])([Cl:14])[C@@H:11]1[N:1]2[CH2:8][CH2:7][CH2:6][C@H:2]2[C:3](=[O:5])[O:4]1. The yield is 0.630. The catalyst is C(Cl)(Cl)Cl.